Dataset: Catalyst prediction with 721,799 reactions and 888 catalyst types from USPTO. Task: Predict which catalyst facilitates the given reaction. (1) Reactant: [Si]([O:8][C@@H:9]1[C@@:42]2([CH3:43])[C:13](=[CH:14][CH:15]=[C:16]3[C@@H:41]2[CH2:40][CH2:39][C@@:38]2([CH3:44])[C@H:17]3[CH2:18][CH:19]=[C:20]2[C@@H:21]([O:23][CH2:24]/[CH:25]=[CH:26]/[C:27]([CH3:37])([O:29][Si](CC)(CC)CC)[CH3:28])[CH3:22])[CH2:12][C@@H:11]([O:45][Si](C(C)(C)C)(C)C)[CH2:10]1)(C(C)(C)C)(C)C.[F-].C([N+](CCCC)(CCCC)CCCC)CCC. Product: [OH:8][C@@H:9]1[C@@:42]2([CH3:43])[C:13](=[CH:14][CH:15]=[C:16]3[C@@H:41]2[CH2:40][CH2:39][C@@:38]2([CH3:44])[C@H:17]3[CH2:18][CH:19]=[C:20]2[C@@H:21]([O:23][CH2:24]/[CH:25]=[CH:26]/[C:27]([OH:29])([CH3:28])[CH3:37])[CH3:22])[CH2:12][C@@H:11]([OH:45])[CH2:10]1. The catalyst class is: 7. (2) Product: [Cl:1][C:2]1[S:6][C:5]([C:7]2[N:12]=[C:11]([NH:13][C:14]3[CH:15]=[CH:16][C:17]([CH2:20]/[C:21](=[N:22]\[C:29](=[O:30])[O:31][C:32]4[CH:37]=[CH:36][CH:35]=[CH:34][CH:33]=4)/[NH:23][OH:24])=[CH:18][CH:19]=3)[C:10]([CH2:25][CH3:26])=[C:9]([CH3:27])[N:8]=2)=[CH:4][CH:3]=1. Reactant: [Cl:1][C:2]1[S:6][C:5]([C:7]2[N:12]=[C:11]([NH:13][C:14]3[CH:19]=[CH:18][C:17]([CH2:20][C:21]([NH:23][OH:24])=[NH:22])=[CH:16][CH:15]=3)[C:10]([CH2:25][CH3:26])=[C:9]([CH3:27])[N:8]=2)=[CH:4][CH:3]=1.Cl[C:29]([O:31][C:32]1[CH:37]=[CH:36][CH:35]=[CH:34][CH:33]=1)=[O:30].CCN(CC)CC. The catalyst class is: 4. (3) Reactant: Br[C:2]1[CH:7]=[CH:6][C:5]([C:8]2[CH2:12][C:11]([C:17]3[CH:22]=[C:21]([Cl:23])[CH:20]=[C:19]([Cl:24])[CH:18]=3)([C:13]([F:16])([F:15])[F:14])[O:10][N:9]=2)=[CH:4][C:3]=1[CH3:25].C([Li])(C)(C)C.[Mg+2].[Br-].[Br-].[Cl-].[CH3:35][O:36][C:37](=[O:41])[C:38](O)=[O:39].[NH4+].[Cl-]. Product: [CH3:35][O:36][C:37](=[O:41])[C:38]([C:2]1[CH:7]=[CH:6][C:5]([C:8]2[CH2:12][C:11]([C:17]3[CH:18]=[C:19]([Cl:24])[CH:20]=[C:21]([Cl:23])[CH:22]=3)([C:13]([F:15])([F:16])[F:14])[O:10][N:9]=2)=[CH:4][C:3]=1[CH3:25])=[O:39]. The catalyst class is: 773. (4) Reactant: [N:1]1[CH:6]=[CH:5][CH:4]=[CH:3][C:2]=1[N:7]1[C:15]2[C:10](=[N:11][CH:12]=[CH:13][CH:14]=2)[N:9]=[C:8]1[CH:16]([NH:18]C(=O)OC(C)(C)C)[CH3:17].C(O)(C(F)(F)F)=O. Product: [N:1]1[CH:6]=[CH:5][CH:4]=[CH:3][C:2]=1[N:7]1[C:15]2[C:10](=[N:11][CH:12]=[CH:13][CH:14]=2)[N:9]=[C:8]1[CH:16]([NH2:18])[CH3:17]. The catalyst class is: 2. (5) Reactant: Cl.[CH:2]12[NH:9][CH:6]([CH2:7][CH2:8]1)[CH2:5][N:4]([C:10]1[CH:20]=[CH:19][C:13]([C:14]([O:16][CH2:17][CH3:18])=[O:15])=[CH:12][CH:11]=1)[CH2:3]2.C=O.[C:23](O[BH-](OC(=O)C)OC(=O)C)(=O)C.[Na+]. Product: [CH3:23][N:9]1[CH:2]2[CH2:8][CH2:7][CH:6]1[CH2:5][N:4]([C:10]1[CH:20]=[CH:19][C:13]([C:14]([O:16][CH2:17][CH3:18])=[O:15])=[CH:12][CH:11]=1)[CH2:3]2. The catalyst class is: 5. (6) Reactant: [CH2:1]([O:3][C:4]([C:6]1[CH:10]=[C:9]([C:11]([O:13]CC)=[O:12])[N:8]([CH2:16][C:17](=[O:26])[NH:18][C:19]2[CH:24]=[CH:23][C:22]([Cl:25])=[CH:21][N:20]=2)[N:7]=1)=[O:5])[CH3:2].Cl. Product: [CH2:1]([O:3][C:4]([C:6]1[CH:10]=[C:9]([C:11]([OH:13])=[O:12])[N:8]([CH2:16][C:17](=[O:26])[NH:18][C:19]2[CH:24]=[CH:23][C:22]([Cl:25])=[CH:21][N:20]=2)[N:7]=1)=[O:5])[CH3:2]. The catalyst class is: 20. (7) Reactant: BrC1C=CC(CCC(C)(S(C)(=O)=O)C(O)=O)=CC=1.C([O:21][C:22](=[O:39])[C:23]([S:35]([CH3:38])(=[O:37])=[O:36])([CH3:34])[CH2:24][CH2:25][C:26]1[CH:31]=[CH:30][C:29]([Br:32])=[CH:28][C:27]=1[F:33])C.[OH-].[Li+]. Product: [Br:32][C:29]1[CH:30]=[CH:31][C:26]([CH2:25][CH2:24][C:23]([S:35]([CH3:38])(=[O:36])=[O:37])([CH3:34])[C:22]([OH:39])=[O:21])=[C:27]([F:33])[CH:28]=1. The catalyst class is: 6.